The task is: Predict which catalyst facilitates the given reaction.. This data is from Catalyst prediction with 721,799 reactions and 888 catalyst types from USPTO. (1) Product: [F:48][C:2]([F:1])([F:47])[C:3]1[CH:4]=[C:5]([CH:40]=[C:41]([C:43]([F:45])([F:46])[F:44])[CH:42]=1)[C:6]([N:8]1[CH2:13][CH2:12][N:11]([CH2:14][CH2:15][N:16]2[CH2:21][CH2:20][O:19][C@H:18]([CH2:22][O:23][CH3:24])[CH2:17]2)[CH2:10][C@H:9]1[CH2:25][C:26]1[CH:31]=[CH:30][C:29]([CH3:32])=[C:28]([N:33]([CH3:51])[C:34](=[O:39])[C:35]([F:38])([F:37])[F:36])[CH:27]=1)=[O:7]. Reactant: [F:1][C:2]([F:48])([F:47])[C:3]1[CH:4]=[C:5]([CH:40]=[C:41]([C:43]([F:46])([F:45])[F:44])[CH:42]=1)[C:6]([N:8]1[CH2:13][CH2:12][N:11]([CH2:14][CH2:15][N:16]2[CH2:21][CH2:20][O:19][C@H:18]([CH2:22][O:23][CH3:24])[CH2:17]2)[CH2:10][C@H:9]1[CH2:25][C:26]1[CH:31]=[CH:30][C:29]([CH3:32])=[C:28]([NH:33][C:34](=[O:39])[C:35]([F:38])([F:37])[F:36])[CH:27]=1)=[O:7].[H-].[Na+].[CH3:51]I. The catalyst class is: 334. (2) Reactant: [CH3:1][S:2](Cl)(=[O:4])=[O:3].[NH2:6][CH2:7][CH2:8][N:9]1[C:21]2[C:20]3[CH:19]=[CH:18][CH:17]=[CH:16][C:15]=3[N:14]=[C:13]([NH2:22])[C:12]=2[N:11]=[C:10]1[CH2:23][CH2:24][CH2:25][CH3:26]. Product: [NH2:22][C:13]1[C:12]2[N:11]=[C:10]([CH2:23][CH2:24][CH2:25][CH3:26])[N:9]([CH2:8][CH2:7][NH:6][S:2]([CH3:1])(=[O:4])=[O:3])[C:21]=2[C:20]2[CH:19]=[CH:18][CH:17]=[CH:16][C:15]=2[N:14]=1. The catalyst class is: 17. (3) Reactant: [CH3:1][O:2][C:3]1[CH:4]=[CH:5][C:6]2[C:10]([O:11][C:12]3[CH:17]=[CH:16][C:15](/[CH:18]=[CH:19]/[C:20](O)=[O:21])=[CH:14][CH:13]=3)=[C:9]([C:23]3[CH:28]=[CH:27][C:26]([O:29][CH3:30])=[CH:25][CH:24]=3)[S:8][C:7]=2[CH:31]=1.C[N:33](C(ON1N=NC2C=CC=NC1=2)=[N+](C)C)C.F[P-](F)(F)(F)(F)F.CCN(C(C)C)C(C)C.[NH4+].[Cl-]. Product: [CH3:1][O:2][C:3]1[CH:4]=[CH:5][C:6]2[C:10]([O:11][C:12]3[CH:17]=[CH:16][C:15](/[CH:18]=[CH:19]/[C:20]([NH2:33])=[O:21])=[CH:14][CH:13]=3)=[C:9]([C:23]3[CH:28]=[CH:27][C:26]([O:29][CH3:30])=[CH:25][CH:24]=3)[S:8][C:7]=2[CH:31]=1. The catalyst class is: 3. (4) Reactant: [CH3:1][O:2][C:3](=[O:25])[CH2:4][C:5]1[CH:10]=[C:9]([Br:11])[C:8]([O:12][C:13]2[CH:18]=[CH:17][C:16]([O:19][CH3:20])=[C:15]([CH:21]([CH3:23])[CH3:22])[CH:14]=2)=[C:7]([Br:24])[CH:6]=1.[C:26]1([CH3:35])[CH:31]=[CH:30][CH:29]=[C:28]([C:32](Cl)=[O:33])[CH:27]=1. Product: [CH3:1][O:2][C:3](=[O:25])[CH2:4][C:5]1[CH:10]=[C:9]([Br:11])[C:8]([O:12][C:13]2[CH:14]=[C:15]([CH:21]([CH3:23])[CH3:22])[C:16]([O:19][CH3:20])=[CH:17][C:18]=2[C:32](=[O:33])[C:28]2[CH:29]=[CH:30][CH:31]=[C:26]([CH3:35])[CH:27]=2)=[C:7]([Br:24])[CH:6]=1. The catalyst class is: 388. (5) Reactant: [NH:1]1[C:5]2[CH:6]=[CH:7][S:8][C:4]=2[C:3]([C:9]2[NH:10][C:11]3[C:16]([CH:17]=2)=[CH:15][CH:14]=[C:13]([C:18]([OH:20])=O)[CH:12]=3)=[N:2]1.C1CCC(N=C=NC2CCCCC2)CC1.C1C=CC2N(O)N=NC=2C=1.[O:46]1[C:50]2[CH:51]=[CH:52][C:53]([CH2:55][N:56]3[CH2:61][CH2:60][NH:59][CH2:58][CH2:57]3)=[CH:54][C:49]=2[O:48][CH2:47]1.C(O)C(N)(CO)CO. Product: [O:46]1[C:50]2[CH:51]=[CH:52][C:53]([CH2:55][N:56]3[CH2:57][CH2:58][N:59]([C:18]([C:13]4[CH:12]=[C:11]5[C:16]([CH:17]=[C:9]([C:3]6[C:4]7[S:8][CH:7]=[CH:6][C:5]=7[NH:1][N:2]=6)[NH:10]5)=[CH:15][CH:14]=4)=[O:20])[CH2:60][CH2:61]3)=[CH:54][C:49]=2[O:48][CH2:47]1. The catalyst class is: 2. (6) Reactant: [CH3:1][O:2][C:3]1[CH:4]=[C:5]([CH:19]([CH2:24][CH:25]([CH3:27])[CH3:26])[C:20]([O:22]C)=[O:21])[CH:6]=[C:7]([C:9]2[CH:14]=[CH:13][C:12]([C:15]([F:18])([F:17])[F:16])=[CH:11][CH:10]=2)[CH:8]=1.O.[OH-].[Li+]. Product: [CH3:1][O:2][C:3]1[CH:4]=[C:5]([CH:19]([CH2:24][CH:25]([CH3:27])[CH3:26])[C:20]([OH:22])=[O:21])[CH:6]=[C:7]([C:9]2[CH:14]=[CH:13][C:12]([C:15]([F:18])([F:17])[F:16])=[CH:11][CH:10]=2)[CH:8]=1. The catalyst class is: 200. (7) Reactant: [NH2:1][CH2:2][C@@H:3]1[CH2:7][CH2:6][N:5]([C:8]([O:10][C:11]([CH3:14])([CH3:13])[CH3:12])=[O:9])[CH2:4]1.C(N(CC)CC)C.Cl[C:23]([O:25][CH2:26][C:27]1[CH:32]=[CH:31][CH:30]=[CH:29][CH:28]=1)=[O:24]. Product: [CH2:26]([O:25][C:23](=[O:24])[NH:1][CH2:2][C@@H:3]1[CH2:7][CH2:6][N:5]([C:8]([O:10][C:11]([CH3:14])([CH3:13])[CH3:12])=[O:9])[CH2:4]1)[C:27]1[CH:32]=[CH:31][CH:30]=[CH:29][CH:28]=1. The catalyst class is: 2. (8) Reactant: [C:1]([O:5][C:6]([NH:8][C@H:9]([CH2:16][OH:17])[CH2:10][CH2:11][C:12]([O:14][CH3:15])=[O:13])=[O:7])([CH3:4])([CH3:3])[CH3:2].[C:18]1([CH3:28])[CH:23]=[CH:22][C:21]([S:24](Cl)(=[O:26])=[O:25])=[CH:20][CH:19]=1.C(N(CC)CC)C. Product: [C:1]([O:5][C:6]([NH:8][C@H:9]([CH2:16][O:17][S:24]([C:21]1[CH:22]=[CH:23][C:18]([CH3:28])=[CH:19][CH:20]=1)(=[O:26])=[O:25])[CH2:10][CH2:11][C:12]([O:14][CH3:15])=[O:13])=[O:7])([CH3:2])([CH3:4])[CH3:3]. The catalyst class is: 2.